From a dataset of NCI-60 drug combinations with 297,098 pairs across 59 cell lines. Regression. Given two drug SMILES strings and cell line genomic features, predict the synergy score measuring deviation from expected non-interaction effect. (1) Drug 1: COC1=C2C(=CC3=C1OC=C3)C=CC(=O)O2. Drug 2: CC12CCC3C(C1CCC2OP(=O)(O)O)CCC4=C3C=CC(=C4)OC(=O)N(CCCl)CCCl.[Na+]. Cell line: 786-0. Synergy scores: CSS=-3.67, Synergy_ZIP=1.51, Synergy_Bliss=2.76, Synergy_Loewe=-2.91, Synergy_HSA=-2.58. (2) Drug 1: CC12CCC3C(C1CCC2=O)CC(=C)C4=CC(=O)C=CC34C. Drug 2: CNC(=O)C1=NC=CC(=C1)OC2=CC=C(C=C2)NC(=O)NC3=CC(=C(C=C3)Cl)C(F)(F)F. Cell line: SF-539. Synergy scores: CSS=41.4, Synergy_ZIP=-4.36, Synergy_Bliss=0.706, Synergy_Loewe=-5.29, Synergy_HSA=1.57. (3) Drug 1: CCN(CC)CCNC(=O)C1=C(NC(=C1C)C=C2C3=C(C=CC(=C3)F)NC2=O)C. Drug 2: CC1C(C(CC(O1)OC2CC(CC3=C2C(=C4C(=C3O)C(=O)C5=CC=CC=C5C4=O)O)(C(=O)C)O)N)O. Cell line: SK-MEL-28. Synergy scores: CSS=51.6, Synergy_ZIP=-0.647, Synergy_Bliss=0.498, Synergy_Loewe=-23.3, Synergy_HSA=2.21. (4) Drug 1: C1CC(=O)NC(=O)C1N2C(=O)C3=CC=CC=C3C2=O. Drug 2: C(CCl)NC(=O)N(CCCl)N=O. Cell line: SW-620. Synergy scores: CSS=2.71, Synergy_ZIP=-3.33, Synergy_Bliss=-3.06, Synergy_Loewe=-7.69, Synergy_HSA=-4.01.